This data is from Merck oncology drug combination screen with 23,052 pairs across 39 cell lines. The task is: Regression. Given two drug SMILES strings and cell line genomic features, predict the synergy score measuring deviation from expected non-interaction effect. (1) Drug 1: COc1cc(C2c3cc4c(cc3C(OC3OC5COC(C)OC5C(O)C3O)C3COC(=O)C23)OCO4)cc(OC)c1O. Drug 2: O=C(O)C1(Cc2cccc(Nc3nccs3)n2)CCC(Oc2cccc(Cl)c2F)CC1. Cell line: HT29. Synergy scores: synergy=22.0. (2) Drug 1: COC12C(COC(N)=O)C3=C(C(=O)C(C)=C(N)C3=O)N1CC1NC12. Drug 2: CC1(c2nc3c(C(N)=O)cccc3[nH]2)CCCN1. Cell line: A2058. Synergy scores: synergy=5.75. (3) Drug 1: CC(=O)OC1C(=O)C2(C)C(O)CC3OCC3(OC(C)=O)C2C(OC(=O)c2ccccc2)C2(O)CC(OC(=O)C(O)C(NC(=O)c3ccccc3)c3ccccc3)C(C)=C1C2(C)C. Drug 2: C#Cc1cccc(Nc2ncnc3cc(OCCOC)c(OCCOC)cc23)c1. Cell line: EFM192B. Synergy scores: synergy=-6.66. (4) Drug 1: COc1cccc2c1C(=O)c1c(O)c3c(c(O)c1C2=O)CC(O)(C(=O)CO)CC3OC1CC(N)C(O)C(C)O1. Drug 2: CC(C)CC(NC(=O)C(Cc1ccccc1)NC(=O)c1cnccn1)B(O)O. Cell line: UWB1289. Synergy scores: synergy=-20.4. (5) Drug 1: CS(=O)(=O)CCNCc1ccc(-c2ccc3ncnc(Nc4ccc(OCc5cccc(F)c5)c(Cl)c4)c3c2)o1. Drug 2: NC(=O)c1cccc2cn(-c3ccc(C4CCCNC4)cc3)nc12. Cell line: UACC62. Synergy scores: synergy=9.69. (6) Drug 1: CN(C)C(=N)N=C(N)N. Drug 2: O=C(NOCC(O)CO)c1ccc(F)c(F)c1Nc1ccc(I)cc1F. Cell line: PA1. Synergy scores: synergy=9.83. (7) Drug 1: O=S1(=O)NC2(CN1CC(F)(F)F)C1CCC2Cc2cc(C=CCN3CCC(C(F)(F)F)CC3)ccc2C1. Drug 2: COc1cc(C2c3cc4c(cc3C(OC3OC5COC(C)OC5C(O)C3O)C3COC(=O)C23)OCO4)cc(OC)c1O. Cell line: UWB1289BRCA1. Synergy scores: synergy=6.96.